This data is from Peptide-MHC class I binding affinity with 185,985 pairs from IEDB/IMGT. The task is: Regression. Given a peptide amino acid sequence and an MHC pseudo amino acid sequence, predict their binding affinity value. This is MHC class I binding data. (1) The peptide sequence is DPSGAYFAW. The MHC is HLA-B15:01 with pseudo-sequence HLA-B15:01. The binding affinity (normalized) is 0.0847. (2) The peptide sequence is QYIHCFRKPH. The MHC is HLA-A11:01 with pseudo-sequence HLA-A11:01. The binding affinity (normalized) is 0. (3) The peptide sequence is ADSDDILTL. The MHC is HLA-B45:01 with pseudo-sequence HLA-B45:01. The binding affinity (normalized) is 0. (4) The peptide sequence is ITKGLGISYGR. The MHC is HLA-B45:01 with pseudo-sequence HLA-B45:01. The binding affinity (normalized) is 0. (5) The peptide sequence is EPVDPRLEPW. The MHC is HLA-A29:02 with pseudo-sequence HLA-A29:02. The binding affinity (normalized) is 0. (6) The peptide sequence is FQVNRFTGY. The MHC is HLA-A68:02 with pseudo-sequence HLA-A68:02. The binding affinity (normalized) is 0.0847. (7) The peptide sequence is ITMVNSLTY. The MHC is HLA-B15:09 with pseudo-sequence HLA-B15:09. The binding affinity (normalized) is 0.0847. (8) The peptide sequence is YHDPANWPL. The MHC is HLA-A69:01 with pseudo-sequence HLA-A69:01. The binding affinity (normalized) is 0.0847.